Dataset: Reaction yield outcomes from USPTO patents with 853,638 reactions. Task: Predict the reaction yield, written as a fraction of the theoretical maximum amount of product (1.0 means a 100% yield; for example, 0.34 means a 34% yield). (1) The product is [OH:17][CH2:16][CH2:15][CH2:14][NH:13][C:10]([C:2]1[O:1][C:5]2[CH:6]=[CH:7][CH:8]=[CH:9][C:4]=2[CH:3]=1)=[O:12]. The reactants are [O:1]1[C:5]2[CH:6]=[CH:7][CH:8]=[CH:9][C:4]=2[CH:3]=[C:2]1[C:10]([OH:12])=O.[NH2:13][CH2:14][CH2:15][CH2:16][OH:17]. The yield is 0.172. No catalyst specified. (2) The reactants are [NH2:1][C:2]1[CH:3]=[CH:4][C:5]([Br:8])=[N:6][CH:7]=1.[CH3:9][C:10](=O)[CH2:11][CH2:12][C:13](=O)[CH3:14]. The catalyst is C1(C)C=CC(S(O)(=O)=O)=CC=1.C1(C)C=CC=CC=1. The product is [Br:8][C:5]1[CH:4]=[CH:3][C:2]([N:1]2[C:13]([CH3:14])=[CH:12][CH:11]=[C:10]2[CH3:9])=[CH:7][N:6]=1. The yield is 0.760.